The task is: Predict the reaction yield, written as a fraction of the theoretical maximum amount of product (1.0 means a 100% yield; for example, 0.34 means a 34% yield).. This data is from Reaction yield outcomes from USPTO patents with 853,638 reactions. (1) The reactants are [NH2:1][C:2]1[N:6]([CH3:7])[N:5]=[CH:4][C:3]=1[C:8]([O:10][CH2:11][CH3:12])=[O:9].CCN(C(C)C)C(C)C.[Br:22][C:23]1[CH:31]=[CH:30][C:26]([C:27](Cl)=[O:28])=[C:25]([F:32])[CH:24]=1. The catalyst is C1(C)C=CC=CC=1. The product is [Br:22][C:23]1[CH:31]=[CH:30][C:26]([C:27]([NH:1][C:2]2[N:6]([CH3:7])[N:5]=[CH:4][C:3]=2[C:8]([O:10][CH2:11][CH3:12])=[O:9])=[O:28])=[C:25]([F:32])[CH:24]=1. The yield is 0.960. (2) The reactants are Cl[C:2]1[CH:7]=[CH:6][CH:5]=[CH:4][C:3]=1[CH3:8].[C:9]1([NH:15][C:16]2[CH:21]=[CH:20][CH:19]=[CH:18][CH:17]=2)[CH:14]=[CH:13][CH:12]=[CH:11][CH:10]=1. No catalyst specified. The product is [C:3]1([CH3:8])[CH:4]=[CH:5][CH:6]=[CH:7][C:2]=1[N:15]([C:16]1[CH:17]=[CH:18][CH:19]=[CH:20][CH:21]=1)[C:9]1[CH:14]=[CH:13][CH:12]=[CH:11][CH:10]=1. The yield is 0.990. (3) The reactants are [NH2:1][C@H:2]1[CH2:7][CH2:6][CH2:5][N:4]([CH2:8][C:9]2[C:30]([C:31]([F:34])([F:33])[F:32])=[CH:29][C:12]([C:13]([NH:15][CH2:16][C:17]3[CH:22]=[C:21]([Cl:23])[CH:20]=[CH:19][C:18]=3[S:24]([CH2:27][CH3:28])(=[O:26])=[O:25])=[O:14])=[CH:11][C:10]=2[Cl:35])[CH2:3]1.[NH:36]1[CH:40]=[CH:39][CH:38]=[C:37]1[C:41](O)=[O:42].CCN(C(C)C)C(C)C.CN(C(ON1N=NC2C=CC=CC1=2)=[N+](C)C)C.F[P-](F)(F)(F)(F)F. The catalyst is C(Cl)Cl. The product is [Cl:35][C:10]1[CH:11]=[C:12]([C:13](=[O:14])[NH:15][CH2:16][C:17]2[CH:22]=[C:21]([Cl:23])[CH:20]=[CH:19][C:18]=2[S:24]([CH2:27][CH3:28])(=[O:26])=[O:25])[CH:29]=[C:30]([C:31]([F:34])([F:33])[F:32])[C:9]=1[CH2:8][N:4]1[CH2:5][CH2:6][CH2:7][C@H:2]([NH:1][C:41]([C:37]2[NH:36][CH:40]=[CH:39][CH:38]=2)=[O:42])[CH2:3]1. The yield is 0.0200. (4) The reactants are [Cl:1][C:2]1[CH:11]=[N:10][C:9]2[C:4](=[CH:5][CH:6]=[C:7]([OH:12])[CH:8]=2)[N:3]=1.Cl[CH2:14][CH2:15][CH:16]1[CH2:21][CH2:20][N:19]([C:22]2[N:23]=[N:24][C:25]([CH3:28])=[CH:26][CH:27]=2)[CH2:18][CH2:17]1.[I-].[K+].C(=O)([O-])[O-].[K+].[K+]. The catalyst is CN(C)C=O.C(OCC)(=O)C. The product is [Cl:1][C:2]1[CH:11]=[N:10][C:9]2[C:4](=[CH:5][CH:6]=[C:7]([O:12][CH2:14][CH2:15][CH:16]3[CH2:21][CH2:20][N:19]([C:22]4[N:23]=[N:24][C:25]([CH3:28])=[CH:26][CH:27]=4)[CH2:18][CH2:17]3)[CH:8]=2)[N:3]=1. The yield is 0.610. (5) The reactants are I[C:2]1[C:7]([N+:8]([O-:10])=[O:9])=[CH:6][N:5]=[C:4]2[O:11][CH2:12][CH2:13][C:3]=12.[NH:14]1[CH2:19][CH2:18][CH2:17][C@H:16]([NH:20][C:21](=[O:27])[O:22][C:23]([CH3:26])([CH3:25])[CH3:24])[CH2:15]1.CCN(C(C)C)C(C)C. The catalyst is CCO. The product is [N+:8]([C:7]1[C:2]([N:14]2[CH2:19][CH2:18][CH2:17][C@H:16]([NH:20][C:21](=[O:27])[O:22][C:23]([CH3:25])([CH3:24])[CH3:26])[CH2:15]2)=[C:3]2[CH2:13][CH2:12][O:11][C:4]2=[N:5][CH:6]=1)([O-:10])=[O:9]. The yield is 0.960. (6) The reactants are [NH2:1][C:2]1[CH:7]=[C:6]([Cl:8])[CH:5]=[CH:4][C:3]=1[SH:9].Br[CH2:11][CH2:12][C:13]1[C:14]([CH3:19])=[N:15][NH:16][C:17]=1[CH3:18].C([O-])([O-])=O.[K+].[K+]. The catalyst is CN(C=O)C. The product is [Cl:8][C:6]1[CH:5]=[CH:4][C:3]([S:9][CH2:11][CH2:12][C:13]2[C:14]([CH3:19])=[N:15][NH:16][C:17]=2[CH3:18])=[C:2]([NH2:1])[CH:7]=1. The yield is 0.740. (7) The reactants are I[C:2]1[CH:3]=[CH:4][C:5]([N:8]2[C:12](=[O:13])[CH2:11][C@H:10]3[CH2:14][CH2:15][CH2:16][C@@H:9]23)=[N:6][CH:7]=1.[C:17]([C:19]1[CH:24]=[CH:23][CH:22]=[C:21]([F:25])[CH:20]=1)#[CH:18]. No catalyst specified. The product is [F:25][C:21]1[CH:20]=[C:19]([C:17]#[C:18][C:2]2[CH:3]=[CH:4][C:5]([N:8]3[C:12](=[O:13])[CH2:11][C@H:10]4[CH2:14][CH2:15][CH2:16][C@@H:9]34)=[N:6][CH:7]=2)[CH:24]=[CH:23][CH:22]=1. The yield is 0.960. (8) The yield is 0.550. The product is [C:2]1([C:16](=[O:23])[CH2:17][C:18]2[CH:22]=[CH:21][S:20][CH:19]=2)[CH:7]=[CH:6][CH:5]=[CH:4][CH:3]=1. The reactants are Br[C:2]1[CH:7]=[CH:6][CH:5]=[CH:4][CH:3]=1.[Li]CCCC.CON(C)[C:16](=[O:23])[CH2:17][C:18]1[CH:22]=[CH:21][S:20][CH:19]=1.[NH4+].[Cl-]. The catalyst is C1COCC1. (9) The reactants are Cl[C:2]1[CH:7]=[CH:6][CH:5]=[CH:4][N:3]=1.[CH2:8]([CH2:10][NH2:11])[OH:9]. No catalyst specified. The product is [N:3]1[CH:4]=[CH:5][CH:6]=[CH:7][C:2]=1[O:9][CH2:8][CH2:10][NH2:11]. The yield is 0.710.